This data is from Full USPTO retrosynthesis dataset with 1.9M reactions from patents (1976-2016). The task is: Predict the reactants needed to synthesize the given product. (1) The reactants are: [F:1][C:2]1[CH:7]=[CH:6][CH:5]=[C:4]([N+:8]([O-])=O)[C:3]=1[CH:11]1[CH2:15][CH:14]=[CH:13][O:12]1.FC1C=CC=C([N+]([O-])=O)C=1C1C=CCO1.CCN(CC)CC. Given the product [F:1][C:2]1[C:3]([CH:11]2[CH2:15][CH2:14][CH2:13][O:12]2)=[C:4]([CH:5]=[CH:6][CH:7]=1)[NH2:8], predict the reactants needed to synthesize it. (2) Given the product [CH2:14]([O:16][C:17](=[O:33])[C:18]1[CH:30]=[C:29]([CH2:31][F:11])[CH:28]=[C:20]([C:21]([N:23]([CH3:27])[CH2:24][CH2:25][CH3:26])=[O:22])[CH:19]=1)[CH3:15], predict the reactants needed to synthesize it. The reactants are: COCCN(S(F)(F)[F:11])CCOC.[CH2:14]([O:16][C:17](=[O:33])[C:18]1[CH:30]=[C:29]([CH2:31]O)[CH:28]=[C:20]([C:21]([N:23]([CH3:27])[CH2:24][CH2:25][CH3:26])=[O:22])[CH:19]=1)[CH3:15].C(=O)(O)[O-].[Na+]. (3) Given the product [CH:1]1([CH2:6][C@H:7]([N:11]2[CH2:19][C:18]3[C:13](=[CH:14][CH:15]=[CH:16][CH:17]=3)[C:12]2=[O:20])[C:8]([NH:30][C:27]2[CH:28]=[CH:29][N:25]([CH2:24][CH2:23][O:22][CH3:21])[N:26]=2)=[O:10])[CH2:2][CH2:3][CH2:4][CH2:5]1, predict the reactants needed to synthesize it. The reactants are: [CH:1]1([CH2:6][C@H:7]([N:11]2[CH2:19][C:18]3[C:13](=[CH:14][CH:15]=[CH:16][CH:17]=3)[C:12]2=[O:20])[C:8]([OH:10])=O)[CH2:5][CH2:4][CH2:3][CH2:2]1.[CH3:21][O:22][CH2:23][CH2:24][N:25]1[CH:29]=[CH:28][C:27]([NH2:30])=[N:26]1.F[P-](F)(F)(F)(F)F.N1(O[P+](N(C)C)(N(C)C)N(C)C)C2C=CC=CC=2N=N1.C(N(CC)C(C)C)(C)C. (4) Given the product [Cl:37][C:29]1[CH:28]=[C:27]([C:25]2[O:24][N:23]=[C:22]([C:17]3[CH:18]=[CH:19][CH:20]=[C:21]4[C:16]=3[CH:15]=[CH:14][N:13]=[C:12]4[CH2:3][CH2:4][CH2:5][C:6]([O:8][CH2:9][CH3:10])=[O:7])[N:26]=2)[CH:32]=[CH:31][C:30]=1[O:33][CH:34]([CH3:36])[CH3:35], predict the reactants needed to synthesize it. The reactants are: Br[Zn][CH2:3][CH2:4][CH2:5][C:6]([O:8][CH2:9][CH3:10])=[O:7].Br[C:12]1[C:21]2[C:16](=[C:17]([C:22]3[N:26]=[C:25]([C:27]4[CH:32]=[CH:31][C:30]([O:33][CH:34]([CH3:36])[CH3:35])=[C:29]([Cl:37])[CH:28]=4)[O:24][N:23]=3)[CH:18]=[CH:19][CH:20]=2)[CH:15]=[CH:14][N:13]=1. (5) Given the product [NH2:30][C:29]1[C:31]2[C:40]3[C:35](=[CH:36][CH:37]=[CH:38][CH:39]=3)[CH:34]=[CH:33][C:32]=2[O:41][C:42]=1[C:43]([NH2:45])=[O:44], predict the reactants needed to synthesize it. The reactants are: BrC1C=CC2OC(C(=O)N)=C(NC(C3CCCN3C(OC(C)(C)C)=O)=O)C=2C=1.[C:29]([C:31]1[C:40]2[C:35](=[CH:36][CH:37]=[CH:38][CH:39]=2)[CH:34]=[CH:33][C:32]=1[O:41][CH2:42][C:43]([NH2:45])=[O:44])#[N:30].BrC1C=CC(OCC(N)=O)=C(C#N)C=1. (6) Given the product [N:23]1([C:27]([C:29]2[N:30]=[CH:31][C:32]([O:21][C:8]3[CH:9]=[C:10]([C:12]4[NH:20][C:15]5=[N:16][CH:17]=[CH:18][CH:19]=[C:14]5[CH:13]=4)[CH:11]=[C:6]([O:5][C@@H:4]([CH3:22])[CH2:3][O:2][CH3:1])[CH:7]=3)=[CH:33][N:34]=2)=[O:28])[CH2:26][CH2:25][CH2:24]1, predict the reactants needed to synthesize it. The reactants are: [CH3:1][O:2][CH2:3][C@H:4]([CH3:22])[O:5][C:6]1[CH:7]=[C:8]([OH:21])[CH:9]=[C:10]([C:12]2[NH:20][C:15]3=[N:16][CH:17]=[CH:18][CH:19]=[C:14]3[CH:13]=2)[CH:11]=1.[N:23]1([C:27]([C:29]2[N:34]=[CH:33][C:32](Br)=[CH:31][N:30]=2)=[O:28])[CH2:26][CH2:25][CH2:24]1. (7) Given the product [Cl:1][C:2]1[CH:7]=[CH:6][C:5]([C:8]2[S:12][C:11]([CH3:13])=[C:10]([C:14]3[C:15](=[O:20])[CH2:16][CH2:17][C:18]=3[O:19][CH3:21])[CH:9]=2)=[CH:4][CH:3]=1, predict the reactants needed to synthesize it. The reactants are: [Cl:1][C:2]1[CH:7]=[CH:6][C:5]([C:8]2[S:12][C:11]([CH3:13])=[C:10]([CH:14]3[C:18](=[O:19])[CH2:17][CH2:16][C:15]3=[O:20])[CH:9]=2)=[CH:4][CH:3]=1.[C:21](=O)([O-])[O-].[K+].[K+].IC. (8) Given the product [CH3:1][C:2]1[CH:3]=[N:4][N:5]([C:7]2[CH:12]=[CH:11][N:10]=[CH:9][C:8]=2[N:13]2[CH2:14][CH2:15][CH:16]([C:19]([N:41]3[CH2:40][CH2:39][CH2:38][C@@H:36]3[C:37]#[N:42])=[O:21])[CH2:17][CH2:18]2)[CH:6]=1, predict the reactants needed to synthesize it. The reactants are: [CH3:1][C:2]1[CH:3]=[N:4][N:5]([C:7]2[CH:12]=[CH:11][N:10]=[CH:9][C:8]=2[N:13]2[CH2:18][CH2:17][CH:16]([C:19]([OH:21])=O)[CH2:15][CH2:14]2)[CH:6]=1.CN(C=O)C.CN(C(ON1N=[N:42][C:37]2[CH:38]=[CH:39][CH:40]=[N:41][C:36]1=2)=[N+](C)C)C.F[P-](F)(F)(F)(F)F.Cl.N1CCC[C@@H]1C#N. (9) Given the product [OH:2][C:3]1[CH:12]=[C:11]2[C:6]([C@H:7]([CH2:22][CH2:23][CH2:24][CH2:25][CH2:26][CH2:27][CH2:28][CH2:29][CH:30]([CH2:36][CH2:37][CH2:38][C:39]([F:45])([F:44])[C:40]([F:41])([F:42])[F:43])[C:31]([O:33][CH2:34][CH3:35])=[O:32])[C@@:8]([C:14]3[CH:15]=[CH:16][C:17]([OH:20])=[CH:18][CH:19]=3)([CH3:13])[CH2:9][S:10]2)=[CH:5][CH:4]=1, predict the reactants needed to synthesize it. The reactants are: C[O:2][C:3]1[CH:12]=[C:11]2[C:6]([C@H:7]([CH2:22][CH2:23][CH2:24][CH2:25][CH2:26][CH2:27][CH2:28][CH2:29][CH:30]([CH2:36][CH2:37][CH2:38][C:39]([F:45])([F:44])[C:40]([F:43])([F:42])[F:41])[C:31]([O:33][CH2:34][CH3:35])=[O:32])[C@@:8]([C:14]3[CH:19]=[CH:18][C:17]([O:20]C)=[CH:16][CH:15]=3)([CH3:13])[CH2:9][S:10]2)=[CH:5][CH:4]=1.B(Br)(Br)Br.O. (10) Given the product [Br:1][C:2]1[CH:3]=[N:4][CH:5]=[C:6]([CH2:8][S:9](=[NH:12])([CH3:11])=[O:10])[CH:7]=1, predict the reactants needed to synthesize it. The reactants are: [Br:1][C:2]1[CH:3]=[N:4][CH:5]=[C:6]([CH2:8][S:9]([CH3:11])=[O:10])[CH:7]=1.[N-:12]=[N+]=[N-].[Na+].OS(O)(=O)=O.